This data is from Reaction yield outcomes from USPTO patents with 853,638 reactions. The task is: Predict the reaction yield, written as a fraction of the theoretical maximum amount of product (1.0 means a 100% yield; for example, 0.34 means a 34% yield). (1) The reactants are [C:1]([OH:8])(=O)/[CH:2]=[CH:3]/[CH2:4][CH2:5][CH3:6].CCN=C=N[CH2:14][CH2:15][CH2:16][N:17](C)C.C1C=CC2N(O)N=NC=2C=1.CN1CCOCC1.C1(N)CC1. No catalyst specified. The product is [CH:16]1([NH:17][C:1](=[O:8])/[CH:2]=[CH:3]/[CH2:4][CH2:5][CH3:6])[CH2:14][CH2:15]1. The yield is 0.680. (2) The reactants are [Cl-].O[NH3+:3].[C:4](=[O:7])([O-])[OH:5].[Na+].CS(C)=O.[OH:13][C:14]([C:17]1[CH:57]=[CH:56][C:20]([O:21][C@@H:22]2[CH2:27][CH2:26][C@H:25]([N:28]3[C:33](=[O:34])[C:32]([CH2:35][C:36]4[CH:41]=[CH:40][C:39]([C:42]5[C:43]([C:48]#[N:49])=[CH:44][CH:45]=[CH:46][CH:47]=5)=[CH:38][CH:37]=4)=[C:31]([CH2:50][CH2:51][CH3:52])[N:30]4[N:53]=[CH:54][N:55]=[C:29]34)[CH2:24][CH2:23]2)=[CH:19][CH:18]=1)([CH3:16])[CH3:15]. The catalyst is O.C(OCC)(=O)C. The product is [OH:13][C:14]([C:17]1[CH:57]=[CH:56][C:20]([O:21][C@@H:22]2[CH2:27][CH2:26][C@H:25]([N:28]3[C:33](=[O:34])[C:32]([CH2:35][C:36]4[CH:41]=[CH:40][C:39]([C:42]5[CH:47]=[CH:46][CH:45]=[CH:44][C:43]=5[C:48]5[NH:3][C:4](=[O:7])[O:5][N:49]=5)=[CH:38][CH:37]=4)=[C:31]([CH2:50][CH2:51][CH3:52])[N:30]4[N:53]=[CH:54][N:55]=[C:29]34)[CH2:24][CH2:23]2)=[CH:19][CH:18]=1)([CH3:16])[CH3:15]. The yield is 0.460.